Dataset: Forward reaction prediction with 1.9M reactions from USPTO patents (1976-2016). Task: Predict the product of the given reaction. (1) Given the reactants [H-].[Na+].[F:3][C:4]([F:13])([F:12])[C:5]1([OH:11])[CH2:10][CH2:9][O:8][CH2:7][CH2:6]1.[C:14](=O)([O:22]C1C=CC=CN=1)[O:15][C:16]1[CH:21]=[CH:20][CH:19]=[CH:18][N:17]=1, predict the reaction product. The product is: [C:14](=[O:22])([O:11][C:5]1([C:4]([F:3])([F:12])[F:13])[CH2:6][CH2:7][O:8][CH2:9][CH2:10]1)[O:15][C:16]1[CH:21]=[CH:20][CH:19]=[CH:18][N:17]=1. (2) Given the reactants [C:1]1([CH2:7][C:8]#N)[CH:6]=[CH:5][CH:4]=[CH:3][CH:2]=1.C[Si]([N-][Si](C)(C)C)(C)C.[Na+].[CH2:20]1[O:22][C@H:21]1[CH2:23]Cl.Cl.C1C[O:29]CC1, predict the reaction product. The product is: [C:1]1([C@:7]23[CH2:8][C@H:23]2[CH2:21][O:22][C:20]3=[O:29])[CH:6]=[CH:5][CH:4]=[CH:3][CH:2]=1.